This data is from Reaction yield outcomes from USPTO patents with 853,638 reactions. The task is: Predict the reaction yield, written as a fraction of the theoretical maximum amount of product (1.0 means a 100% yield; for example, 0.34 means a 34% yield). (1) The reactants are [Br:1][C:2]1[CH:3]=[C:4]2[C:8](=[CH:9][CH:10]=1)[CH2:7][CH:6]([NH2:11])[CH2:5]2.[C:12](O[C:12]([O:14][C:15]([CH3:18])([CH3:17])[CH3:16])=[O:13])([O:14][C:15]([CH3:18])([CH3:17])[CH3:16])=[O:13]. No catalyst specified. The product is [Br:1][C:2]1[CH:3]=[C:4]2[C:8](=[CH:9][CH:10]=1)[CH2:7][CH:6]([NH:11][C:12](=[O:13])[O:14][C:15]([CH3:18])([CH3:17])[CH3:16])[CH2:5]2. The yield is 0.960. (2) The reactants are [F:1][C:2]1[CH:3]=[C:4]([CH3:15])[C:5]([N+:12]([O-])=O)=[C:6]([CH:11]=1)[C:7]([O:9][CH3:10])=[O:8]. The catalyst is CO.[Pd]. The product is [NH2:12][C:5]1[C:4]([CH3:15])=[CH:3][C:2]([F:1])=[CH:11][C:6]=1[C:7]([O:9][CH3:10])=[O:8]. The yield is 0.940. (3) The reactants are [C:1]1([N:7]2[C:15]3[CH2:14][CH2:13][CH2:12][CH:11]([CH2:16][C:17](OCC)=[O:18])[C:10]=3[CH:9]=[N:8]2)[CH:6]=[CH:5][CH:4]=[CH:3][CH:2]=1.[H-].[Li+].[Al+3].[H-].[H-].[H-].[OH-].[Na+]. The catalyst is C1COCC1. The product is [C:1]1([N:7]2[C:15]3[CH2:14][CH2:13][CH2:12][CH:11]([CH2:16][CH2:17][OH:18])[C:10]=3[CH:9]=[N:8]2)[CH:2]=[CH:3][CH:4]=[CH:5][CH:6]=1. The yield is 0.790. (4) The product is [Cl:17][C:18]1[C:23](=[O:24])[N:22]([CH3:25])[CH:21]=[C:20]2[C:26](=[O:42])[N:27]([CH2:30][CH2:31][C:32]3[CH:41]=[CH:40][C:39]4[C:34](=[CH:35][CH:36]=[CH:37][CH:38]=4)[N:33]=3)[CH2:28][C:19]=12. The yield is 0.0650. The reactants are B(F)(F)F.CCOCC.C([SiH](CC)CC)C.[Cl:17][C:18]1[C:23](=[O:24])[N:22]([CH3:25])[CH:21]=[C:20]2[C:26](=[O:42])[N:27]([CH2:30][CH2:31][C:32]3[CH:41]=[CH:40][C:39]4[C:34](=[CH:35][CH:36]=[CH:37][CH:38]=4)[N:33]=3)[CH:28](O)[C:19]=12. The catalyst is C(Cl)Cl. (5) The reactants are [N-]=[N+]=[N-].[Na+].Br[C:6]1[CH:7]=[CH:8][C:9]([F:32])=[C:10]([C@:12]2([CH3:31])[C@@H:19]3[S:20](=[O:22])(=[O:21])[C@@H:15]([CH2:16][CH2:17][CH2:18]3)[C:14]([NH:23][C:24](=[O:30])[O:25][C:26]([CH3:29])([CH3:28])[CH3:27])=[N:13]2)[CH:11]=1.C[NH:34][C@@H]1CCCC[C@H]1NC.CP(C)C.C1COCC1. The catalyst is O.[Cu]I.C(O)C. The product is [NH2:34][C:6]1[CH:7]=[CH:8][C:9]([F:32])=[C:10]([C@:12]2([CH3:31])[C@@H:19]3[S:20](=[O:22])(=[O:21])[C@@H:15]([CH2:16][CH2:17][CH2:18]3)[C:14]([NH:23][C:24](=[O:30])[O:25][C:26]([CH3:29])([CH3:28])[CH3:27])=[N:13]2)[CH:11]=1. The yield is 0.694. (6) The reactants are [CH2:1]([N:8]1[C:17](=[O:18])[C:16]2[C:11](=[CH:12][CH:13]=[C:14]([C:19](O)=[O:20])[CH:15]=2)[NH:10][C:9]1=[O:22])[C:2]1[CH:7]=[CH:6][CH:5]=[CH:4][CH:3]=1.[CH2:23]([NH2:30])[C:24]1[CH:29]=[CH:28][CH:27]=[CH:26][CH:25]=1.F[B-](F)(F)F.C(OC(C(=NOC(N(C)C)=[N+](C)C)C#N)=O)C.C(N(CC)C(C)C)(C)C. The catalyst is ClCCl.CO.C(Cl)Cl.CO.CN(C)C=O. The product is [CH2:23]([NH:30][C:19]([C:14]1[CH:15]=[C:16]2[C:11](=[CH:12][CH:13]=1)[NH:10][C:9](=[O:22])[N:8]([CH2:1][C:2]1[CH:7]=[CH:6][CH:5]=[CH:4][CH:3]=1)[C:17]2=[O:18])=[O:20])[C:24]1[CH:29]=[CH:28][CH:27]=[CH:26][CH:25]=1. The yield is 0.560. (7) The product is [CH2:12]([O:4][C:3]1[CH:5]=[CH:6][CH:7]=[CH:8][C:2]=1[C:1]([O:10][CH3:11])=[O:9])[CH2:13][CH3:14]. The reactants are [C:1]([O:10][CH3:11])(=[O:9])[C:2]1[C:3](=[CH:5][CH:6]=[CH:7][CH:8]=1)[OH:4].[CH2:12](Br)[C:13]#[CH:14].C(=O)([O-])[O-].[K+].[K+]. The catalyst is C(#N)C. The yield is 0.763. (8) The reactants are C([O:3][P:4]([CH2:9][NH:10][C:11](=[O:38])[CH2:12][CH2:13][C:14]([CH3:37])=[CH:15][CH2:16][C:17]1[C:18]([O:30]CC[Si](C)(C)C)=[C:19]2[C:23](=[C:24]([CH3:28])[C:25]=1[O:26][CH3:27])[CH2:22][O:21][C:20]2=[O:29])(=[O:8])[O:5]CC)C.C[Si](Br)(C)C.N1C(C)=CC=CC=1C. The catalyst is C(#N)C. The product is [OH:30][C:18]1[C:17]([CH2:16][CH:15]=[C:14]([CH3:37])[CH2:13][CH2:12][C:11]([NH:10][CH2:9][P:4](=[O:3])([OH:8])[OH:5])=[O:38])=[C:25]([O:26][CH3:27])[C:24]([CH3:28])=[C:23]2[C:19]=1[C:20](=[O:29])[O:21][CH2:22]2. The yield is 0.0900.